From a dataset of Full USPTO retrosynthesis dataset with 1.9M reactions from patents (1976-2016). Predict the reactants needed to synthesize the given product. (1) Given the product [C:28]([C:32]1[N:33]=[C:34]([N:58]2[CH2:59][CH2:60][CH:56]([N:52]([CH2:50][CH3:51])[C:53](=[O:55])[CH3:54])[CH2:57]2)[C:35]2[N:40]=[N:39][N:38]([CH2:41][C:42]3[CH:47]=[CH:46][CH:45]=[CH:44][C:43]=3[Cl:48])[C:36]=2[N:37]=1)([CH3:31])([CH3:30])[CH3:29], predict the reactants needed to synthesize it. The reactants are: C(C1N=C(N2CCOCC2)C2N=NN(CC3C=CC=CC=3Cl)C=2N=1)(C)(C)C.[C:28]([C:32]1[N:33]=[C:34](Cl)[C:35]2[N:40]=[N:39][N:38]([CH2:41][C:42]3[CH:47]=[CH:46][CH:45]=[CH:44][C:43]=3[Cl:48])[C:36]=2[N:37]=1)([CH3:31])([CH3:30])[CH3:29].[CH2:50]([N:52]([CH:56]1[CH2:60][CH2:59][NH:58][CH2:57]1)[C:53](=[O:55])[CH3:54])[CH3:51]. (2) Given the product [CH3:1][O:2][C:3]1[CH:8]=[CH:7][C:6]([NH2:9])=[C:5]([CH3:12])[CH:4]=1, predict the reactants needed to synthesize it. The reactants are: [CH3:1][O:2][C:3]1[CH:8]=[CH:7][C:6]([N+:9]([O-])=O)=[C:5]([CH3:12])[CH:4]=1. (3) Given the product [I:1][C:2]1[CH:3]=[CH:4][C:5]([CH2:6][O:7][CH:8]([CH2:13][OH:12])[CH2:9][OH:10])=[CH:20][CH:21]=1, predict the reactants needed to synthesize it. The reactants are: [I:1][C:2]1[CH:21]=[CH:20][C:5]([CH2:6][O:7][CH:8]2[CH2:13][O:12]C(C3C=CC=CC=3)[O:10][CH2:9]2)=[CH:4][CH:3]=1.CO.ClCCl.O.C1(C)C=CC(S(O)(=O)=O)=CC=1. (4) Given the product [Si:25]([O:24][CH2:23][C@@H:10]1[C@@H:11]([C:13]2[CH:18]=[CH:17][CH:16]=[C:15]([C:19]([F:21])([F:20])[F:22])[CH:14]=2)[CH2:12][NH:8][CH2:9]1)([C:28]([CH3:31])([CH3:30])[CH3:29])([CH3:27])[CH3:26], predict the reactants needed to synthesize it. The reactants are: C([N:8]1[CH2:12][C@H:11]([C:13]2[CH:18]=[CH:17][CH:16]=[C:15]([C:19]([F:22])([F:21])[F:20])[CH:14]=2)[C@@H:10]([CH2:23][O:24][Si:25]([C:28]([CH3:31])([CH3:30])[CH3:29])([CH3:27])[CH3:26])[CH2:9]1)C1C=CC=CC=1.C([O-])=O.[NH4+].CO.